Task: Regression. Given two drug SMILES strings and cell line genomic features, predict the synergy score measuring deviation from expected non-interaction effect.. Dataset: NCI-60 drug combinations with 297,098 pairs across 59 cell lines (1) Drug 1: CC1C(C(CC(O1)OC2CC(CC3=C2C(=C4C(=C3O)C(=O)C5=C(C4=O)C(=CC=C5)OC)O)(C(=O)CO)O)N)O.Cl. Drug 2: C1C(C(OC1N2C=NC(=NC2=O)N)CO)O. Cell line: MOLT-4. Synergy scores: CSS=74.2, Synergy_ZIP=9.48, Synergy_Bliss=9.12, Synergy_Loewe=11.1, Synergy_HSA=17.5. (2) Drug 1: CCC1(CC2CC(C3=C(CCN(C2)C1)C4=CC=CC=C4N3)(C5=C(C=C6C(=C5)C78CCN9C7C(C=CC9)(C(C(C8N6C=O)(C(=O)OC)O)OC(=O)C)CC)OC)C(=O)OC)O.OS(=O)(=O)O. Drug 2: C1=CN(C=N1)CC(O)(P(=O)(O)O)P(=O)(O)O. Cell line: NCI-H522. Synergy scores: CSS=-0.612, Synergy_ZIP=-0.507, Synergy_Bliss=-1.49, Synergy_Loewe=-1.55, Synergy_HSA=-1.48. (3) Drug 1: CC1=CC=C(C=C1)C2=CC(=NN2C3=CC=C(C=C3)S(=O)(=O)N)C(F)(F)F. Drug 2: CNC(=O)C1=NC=CC(=C1)OC2=CC=C(C=C2)NC(=O)NC3=CC(=C(C=C3)Cl)C(F)(F)F. Cell line: MOLT-4. Synergy scores: CSS=-2.22, Synergy_ZIP=5.66, Synergy_Bliss=8.83, Synergy_Loewe=2.88, Synergy_HSA=0.118. (4) Drug 1: C1CNP(=O)(OC1)N(CCCl)CCCl. Drug 2: C1CN(P(=O)(OC1)NCCCl)CCCl. Cell line: UACC62. Synergy scores: CSS=14.6, Synergy_ZIP=-1.57, Synergy_Bliss=2.62, Synergy_Loewe=3.63, Synergy_HSA=4.33. (5) Drug 1: CNC(=O)C1=CC=CC=C1SC2=CC3=C(C=C2)C(=NN3)C=CC4=CC=CC=N4. Drug 2: CC1=C2C(C(=O)C3(C(CC4C(C3C(C(C2(C)C)(CC1OC(=O)C(C(C5=CC=CC=C5)NC(=O)OC(C)(C)C)O)O)OC(=O)C6=CC=CC=C6)(CO4)OC(=O)C)OC)C)OC. Cell line: HCC-2998. Synergy scores: CSS=61.1, Synergy_ZIP=11.2, Synergy_Bliss=10.1, Synergy_Loewe=-21.6, Synergy_HSA=11.5.